Dataset: Forward reaction prediction with 1.9M reactions from USPTO patents (1976-2016). Task: Predict the product of the given reaction. (1) Given the reactants [CH:1]([N:14]1[C:22]2[C:17](=[CH:18][C:19]([Cl:23])=[CH:20][CH:21]=2)[C:16]([CH2:24][CH2:25][S:26]([C:29]2[CH:38]=[CH:37][C:32]([C:33]([O:35]C)=[O:34])=[CH:31][CH:30]=2)(=[O:28])=[O:27])=[C:15]1[CH2:39][CH2:40][NH:41][S:42]([CH2:45][C:46]1[CH:51]=[CH:50][CH:49]=[CH:48][C:47]=1[F:52])(=[O:44])=[O:43])([C:8]1[CH:13]=[CH:12][CH:11]=[CH:10][CH:9]=1)[C:2]1[CH:7]=[CH:6][CH:5]=[CH:4][CH:3]=1.C1COCC1.[OH-].[Na+], predict the reaction product. The product is: [CH:1]([N:14]1[C:22]2[C:17](=[CH:18][C:19]([Cl:23])=[CH:20][CH:21]=2)[C:16]([CH2:24][CH2:25][S:26]([C:29]2[CH:38]=[CH:37][C:32]([C:33]([OH:35])=[O:34])=[CH:31][CH:30]=2)(=[O:28])=[O:27])=[C:15]1[CH2:39][CH2:40][NH:41][S:42]([CH2:45][C:46]1[CH:51]=[CH:50][CH:49]=[CH:48][C:47]=1[F:52])(=[O:43])=[O:44])([C:2]1[CH:3]=[CH:4][CH:5]=[CH:6][CH:7]=1)[C:8]1[CH:13]=[CH:12][CH:11]=[CH:10][CH:9]=1. (2) Given the reactants [NH:1]1[CH2:6][CH2:5][NH:4][CH2:3][C:2]1=[O:7].Cl[C:9]1[CH:14]=[CH:13][C:12]([C:15]([F:18])([F:17])[F:16])=[CH:11][N:10]=1.CCN(C(C)C)C(C)C, predict the reaction product. The product is: [F:16][C:15]([F:18])([F:17])[C:12]1[CH:13]=[CH:14][C:9]([N:4]2[CH2:5][CH2:6][NH:1][C:2](=[O:7])[CH2:3]2)=[N:10][CH:11]=1. (3) Given the reactants [NH2:1][C:2]1[C:7](Br)=[CH:6][C:5]([N+:9]([O-:11])=[O:10])=[CH:4][N:3]=1.[CH3:12][Si:13]([C:16]#[CH:17])([CH3:15])[CH3:14].C(N(CC)CC)C, predict the reaction product. The product is: [N+:9]([C:5]1[CH:6]=[C:7]([C:17]#[C:16][Si:13]([CH3:15])([CH3:14])[CH3:12])[C:2]([NH2:1])=[N:3][CH:4]=1)([O-:11])=[O:10]. (4) Given the reactants Cl.[Cl:2][C:3]1[C:11]([O:12][CH2:13][CH2:14][CH2:15][NH2:16])=[CH:10][C:9]([I:17])=[C:8]2[C:4]=1[CH2:5][NH:6][C:7]2=[O:18].C(N(CC)CC)C.[C:26](O)(=[O:28])[CH3:27], predict the reaction product. The product is: [Cl:2][C:3]1[C:11]([O:12][CH2:13][CH2:14][CH2:15][NH:16][C:26](=[O:28])[CH3:27])=[CH:10][C:9]([I:17])=[C:8]2[C:4]=1[CH2:5][NH:6][C:7]2=[O:18]. (5) Given the reactants C(=O)([O-])[O-].[Na+].[Na+].O.[CH:8](/B(O)O)=[CH:9]\[C:10]1[CH:15]=[CH:14][CH:13]=[CH:12][CH:11]=1.[Cl:19][C:20]1[CH:25]=[CH:24][C:23]([C:26]2[C:35]3[C:30](=[CH:31][CH:32]=[CH:33][CH:34]=3)[C:29]([NH:36][C:37]3[CH:42]=[CH:41][C:40]([O:43][C:44]4[CH:49]=[CH:48][N:47]=[C:46](Cl)[N:45]=4)=[CH:39][CH:38]=3)=[N:28][N:27]=2)=[CH:22][CH:21]=1, predict the reaction product. The product is: [Cl:19][C:20]1[CH:25]=[CH:24][C:23]([C:26]2[C:35]3[C:30](=[CH:31][CH:32]=[CH:33][CH:34]=3)[C:29]([NH:36][C:37]3[CH:42]=[CH:41][C:40]([O:43][C:44]4[CH:49]=[CH:48][N:47]=[C:46](/[CH:8]=[CH:9]/[C:10]5[CH:15]=[CH:14][CH:13]=[CH:12][CH:11]=5)[N:45]=4)=[CH:39][CH:38]=3)=[N:28][N:27]=2)=[CH:22][CH:21]=1. (6) The product is: [CH3:7][Si:10]([C:15]1[CH:16]=[CH:17][CH:18]=[CH:19][CH:20]=1)([CH:11]=[CH2:12])[CH:13]=[CH2:14]. Given the reactants C([Mg]Cl)=C.CO[CH:7]([Si:10]([C:15]1[CH:20]=[CH:19][CH:18]=[CH:17][CH:16]=1)([CH:13]=[CH2:14])[CH:11]=[CH2:12])OC.O, predict the reaction product. (7) The product is: [Br:1][C:2]1[CH:10]=[C:9]([C:11]([F:12])([F:13])[F:14])[CH:8]=[C:7]2[C:3]=1[CH2:4][CH2:5][NH:6]2. Given the reactants [Br:1][C:2]1[CH:10]=[C:9]([C:11]([F:14])([F:13])[F:12])[CH:8]=[C:7]2[C:3]=1[CH:4]=[CH:5][NH:6]2.C([SiH](CC)CC)C, predict the reaction product.